This data is from Forward reaction prediction with 1.9M reactions from USPTO patents (1976-2016). The task is: Predict the product of the given reaction. (1) Given the reactants [N:1]([CH2:4][C@@H:5]1[CH2:9][C@@H:8]([S:10][C:11]([C:24]2[CH:29]=[CH:28][CH:27]=[CH:26][CH:25]=2)([C:18]2[CH:23]=[CH:22][CH:21]=[CH:20][CH:19]=2)[C:12]2[CH:17]=[CH:16][CH:15]=[CH:14][CH:13]=2)[CH2:7][NH:6]1)=[N+:2]=[N-:3].[CH2:30]([N:34]=[C:35]=[O:36])[CH2:31][CH2:32][CH3:33], predict the reaction product. The product is: [CH2:30]([NH:34][C:35]([N:6]1[CH2:7][C@H:8]([S:10][C:11]([C:12]2[CH:17]=[CH:16][CH:15]=[CH:14][CH:13]=2)([C:24]2[CH:29]=[CH:28][CH:27]=[CH:26][CH:25]=2)[C:18]2[CH:19]=[CH:20][CH:21]=[CH:22][CH:23]=2)[CH2:9][C@H:5]1[CH2:4][N:1]=[N+:2]=[N-:3])=[O:36])[CH2:31][CH2:32][CH3:33]. (2) Given the reactants [CH3:1][C:2]1([CH3:25])[CH2:11][CH2:10][C:9]([CH3:13])([CH3:12])[C:8]2[CH:7]=[C:6]([C:14]3[S:15][C:16]([CH:19]4[CH2:24][CH2:23][NH:22][CH2:21][CH2:20]4)=[CH:17][N:18]=3)[CH:5]=[CH:4][C:3]1=2.[OH:26][CH2:27][CH2:28][CH2:29][CH2:30][CH:31]=O, predict the reaction product. The product is: [CH3:1][C:2]1([CH3:25])[CH2:11][CH2:10][C:9]([CH3:12])([CH3:13])[C:8]2[CH:7]=[C:6]([C:14]3[S:15][C:16]([CH:19]4[CH2:24][CH2:23][N:22]([CH2:31][CH2:30][CH2:29][CH2:28][CH2:27][OH:26])[CH2:21][CH2:20]4)=[CH:17][N:18]=3)[CH:5]=[CH:4][C:3]1=2. (3) Given the reactants [F:1][C:2]1[C:33]([F:34])=[CH:32][CH:31]=[CH:30][C:3]=1[CH2:4][S:5][C:6]1[N:11]=[C:10]([NH:12][S:13]([N:16]2[CH2:19][CH:18]([NH:20]C(=O)OC(C)(C)C)[CH2:17]2)(=[O:15])=[O:14])[CH:9]=[C:8]([O:28][CH3:29])[N:7]=1.C(O)(C(F)(F)F)=O, predict the reaction product. The product is: [NH2:20][CH:18]1[CH2:19][N:16]([S:13]([NH:12][C:10]2[CH:9]=[C:8]([O:28][CH3:29])[N:7]=[C:6]([S:5][CH2:4][C:3]3[CH:30]=[CH:31][CH:32]=[C:33]([F:34])[C:2]=3[F:1])[N:11]=2)(=[O:14])=[O:15])[CH2:17]1.